This data is from Full USPTO retrosynthesis dataset with 1.9M reactions from patents (1976-2016). The task is: Predict the reactants needed to synthesize the given product. (1) Given the product [CH2:25]([NH:3][C:4]1[CH:9]=[CH:8][C:7]([Cl:10])=[CH:6][C:5]=1[C:11]([C:13]1[CH:18]=[CH:17][CH:16]=[C:15]([O:19][CH3:20])[C:14]=1[O:21][CH3:22])=[O:12])[CH:24]=[CH2:23], predict the reactants needed to synthesize it. The reactants are: [OH-].[Na+].[NH2:3][C:4]1[CH:9]=[CH:8][C:7]([Cl:10])=[CH:6][C:5]=1[C:11]([C:13]1[CH:18]=[CH:17][CH:16]=[C:15]([O:19][CH3:20])[C:14]=1[O:21][CH3:22])=[O:12].[CH2:23](Br)[CH:24]=[CH2:25].C(OCC)(=O)C. (2) The reactants are: O=[C:2]1[CH2:7][CH2:6][N:5](C(OC(C)(C)C)=O)[CH2:4][CH2:3]1.[CH2:15]([O:22][C:23]1[CH:31]=[C:30]([F:32])[CH:29]=[C:28]2[C:24]=1[CH:25]=[CH:26][N:27]2[CH2:33][CH3:34])[C:16]1[CH:21]=[CH:20][CH:19]=[CH:18][CH:17]=1.FC(F)(F)C(O)=O. Given the product [CH2:15]([O:22][C:23]1[CH:31]=[C:30]([F:32])[CH:29]=[C:28]2[C:24]=1[C:25]([C:2]1[CH2:3][CH2:4][NH:5][CH2:6][CH:7]=1)=[CH:26][N:27]2[CH2:33][CH3:34])[C:16]1[CH:17]=[CH:18][CH:19]=[CH:20][CH:21]=1, predict the reactants needed to synthesize it. (3) Given the product [S:1]1[C:5]2[CH:6]=[C:7]([N:10]3[C:50](=[O:71])[N:49]([CH2:48][C:47]4[C:72]([F:78])=[CH:73][C:74]([O:76][CH3:77])=[CH:75][C:46]=4[F:45])[C:15]4[N:16]=[CH:17][CH:18]=[CH:19][C:14]=4[S:11]3(=[O:13])=[O:12])[CH:8]=[CH:9][C:4]=2[N:3]=[CH:2]1, predict the reactants needed to synthesize it. The reactants are: [S:1]1[C:5]2[CH:6]=[C:7]([NH:10][S:11]([C:14]3[C:15](Cl)=[N:16][CH:17]=[CH:18][CH:19]=3)(=[O:13])=[O:12])[CH:8]=[CH:9][C:4]=2[N:3]=[CH:2]1.FC1C=C(OC)C=C(F)C=1CN.ClC(Cl)(OC(=O)OC(Cl)(Cl)Cl)Cl.[F:45][C:46]1[CH:75]=[C:74]([O:76][CH3:77])[CH:73]=[C:72]([F:78])[C:47]=1[CH2:48][N:49]1C2N=CC=CC=2S(=O)(=O)N(C2C=CC(OC)=C(OC)C=2)[C:50]1=[O:71].FC1C=CC2N(C(C3C=CC=CC=3F)C)C(=O)N(C3C=CC=C(SC)C=3)S(=O)(=O)C=2C=1. (4) The reactants are: Br[C:2]1[CH:3]=[C:4]([C:8]2[CH:17]=[N:16][C:15]3[C:10](=[C:11]4[CH:25]=[CH:24][CH:23]=[CH:22][C:12]4=[C:13]4[CH:21]=[CH:20][CH:19]=[CH:18][C:14]4=3)[N:9]=2)[CH:5]=[CH:6][CH:7]=1.[B:35]1([B:35]2[O:39][C:38]([CH3:41])([CH3:40])[C:37]([CH3:43])([CH3:42])[O:36]2)[O:39][C:38]([CH3:41])([CH3:40])[C:37]([CH3:43])([CH3:42])[O:36]1.C([O-])(=O)C.[K+].O1CCOCC1. Given the product [CH3:41][C:38]1([CH3:40])[C:37]([CH3:42])([CH3:43])[O:36][B:35]([C:2]2[CH:7]=[CH:6][CH:5]=[C:4]([C:8]3[CH:17]=[N:16][C:15]4[C:10](=[C:11]5[CH:25]=[CH:24][CH:23]=[CH:22][C:12]5=[C:13]5[CH:21]=[CH:20][CH:19]=[CH:18][C:14]5=4)[N:9]=3)[CH:3]=2)[O:39]1, predict the reactants needed to synthesize it. (5) The reactants are: [CH:1]1([CH:7]([NH:25][C:26]2[CH:34]=[CH:33][C:29]([C:30](O)=[O:31])=[CH:28][CH:27]=2)[C:8]2[CH:12]=[C:11]([C:13]3[CH:18]=[CH:17][C:16]([C:19]([F:22])([F:21])[F:20])=[CH:15][CH:14]=3)[O:10][C:9]=2[CH2:23][CH3:24])[CH2:6][CH2:5][CH2:4][CH2:3][CH2:2]1.[CH3:35][NH:36][CH2:37][CH2:38][C:39]([O:41]CC)=[O:40]. Given the product [CH:1]1([CH:7]([NH:25][C:26]2[CH:27]=[CH:28][C:29]([C:30]([N:36]([CH3:35])[CH2:37][CH2:38][C:39]([OH:41])=[O:40])=[O:31])=[CH:33][CH:34]=2)[C:8]2[CH:12]=[C:11]([C:13]3[CH:18]=[CH:17][C:16]([C:19]([F:21])([F:22])[F:20])=[CH:15][CH:14]=3)[O:10][C:9]=2[CH2:23][CH3:24])[CH2:2][CH2:3][CH2:4][CH2:5][CH2:6]1, predict the reactants needed to synthesize it. (6) Given the product [C:1]([O:5][C:6](=[O:22])[NH:7][C:8]1[CH:13]=[C:12]([N:14]2[CH2:19][CH2:18][CH2:17][CH2:16][CH2:15]2)[C:11]([Cl:20])=[CH:10][C:9]=1[NH:21][C:28](=[O:27])[CH2:29][C:30](=[O:50])[C:31]1[CH:36]=[CH:35][CH:34]=[C:33]([N:37]2[C:41]([CH2:42][O:43][CH:44]3[CH2:49][CH2:48][CH2:47][CH2:46][O:45]3)=[CH:40][N:39]=[N:38]2)[CH:32]=1)([CH3:4])([CH3:2])[CH3:3], predict the reactants needed to synthesize it. The reactants are: [C:1]([O:5][C:6](=[O:22])[NH:7][C:8]1[CH:13]=[C:12]([N:14]2[CH2:19][CH2:18][CH2:17][CH2:16][CH2:15]2)[C:11]([Cl:20])=[CH:10][C:9]=1[NH2:21])([CH3:4])([CH3:3])[CH3:2].C([O:27][C:28](=O)[CH2:29][C:30](=[O:50])[C:31]1[CH:36]=[CH:35][CH:34]=[C:33]([N:37]2[C:41]([CH2:42][O:43][CH:44]3[CH2:49][CH2:48][CH2:47][CH2:46][O:45]3)=[CH:40][N:39]=[N:38]2)[CH:32]=1)(C)(C)C. (7) Given the product [C:10]1([C:4]2([CH2:1][CH:2]=[O:20])[CH2:9][CH2:8][CH2:7][CH2:6][O:5]2)[CH:15]=[CH:14][CH:13]=[CH:12][CH:11]=1, predict the reactants needed to synthesize it. The reactants are: [CH2:1]([C:4]1([C:10]2[CH:15]=[CH:14][CH:13]=[CH:12][CH:11]=2)[CH2:9][CH2:8][CH2:7][CH2:6][O:5]1)[CH:2]=C.C[N+]1([O-])CC[O:20]CC1.I([O-])(=O)(=O)=O.[Na+].CCOC(C)=O.